From a dataset of Full USPTO retrosynthesis dataset with 1.9M reactions from patents (1976-2016). Predict the reactants needed to synthesize the given product. (1) Given the product [F:30][C:27]1[CH:28]=[CH:29][C:24]([N:21]2[C:16]3[CH:17]=[C:18]4[C@:13]([CH2:31][O:32][CH3:33])([CH2:14][C:15]=3[CH:23]=[N:22]2)[CH2:12][N:11]([S:8]([C:5]2[CH:6]=[N:7][C:2]([N:34]3[CH2:38][CH2:37][CH2:36][CH2:35]3)=[CH:3][CH:4]=2)(=[O:10])=[O:9])[CH2:20][CH2:19]4)=[CH:25][CH:26]=1, predict the reactants needed to synthesize it. The reactants are: Cl[C:2]1[N:7]=[CH:6][C:5]([S:8]([N:11]2[CH2:20][CH2:19][C:18]3[C@:13]([CH2:31][O:32][CH3:33])([CH2:14][C:15]4[CH:23]=[N:22][N:21]([C:24]5[CH:29]=[CH:28][C:27]([F:30])=[CH:26][CH:25]=5)[C:16]=4[CH:17]=3)[CH2:12]2)(=[O:10])=[O:9])=[CH:4][CH:3]=1.[NH:34]1[CH2:38][CH2:37][CH2:36][CH2:35]1. (2) Given the product [CH3:1][O:2][C:3]([C@@H:5]1[CH2:9][C@@H:8]([S:10][CH3:20])[CH2:7][N:6]1[C:11]([O:13][C:14]([CH3:17])([CH3:16])[CH3:15])=[O:12])=[O:4], predict the reactants needed to synthesize it. The reactants are: [CH3:1][O:2][C:3]([C@@H:5]1[CH2:9][C@@H:8]([SH:10])[CH2:7][N:6]1[C:11]([O:13][C:14]([CH3:17])([CH3:16])[CH3:15])=[O:12])=[O:4].CI.[C:20]([O-])(O)=O.[Na+]. (3) The reactants are: [NH2:1][C:2]1[CH:3]=[C:4]([C:8]2[C:17]3[C:12](=[C:13]([C:18]([F:21])([F:20])[F:19])[CH:14]=[CH:15][CH:16]=3)[N:11]=[CH:10][C:9]=2[C:22]([C:24]2[CH:29]=[CH:28][CH:27]=[CH:26][CH:25]=2)=[O:23])[CH:5]=[CH:6][CH:7]=1.[F:30][C:31]1[CH:36]=[CH:35][CH:34]=[C:33]([F:37])[C:32]=1[N:38]=[C:39]=[O:40]. Given the product [C:22]([C:9]1[CH:10]=[N:11][C:12]2[C:17]([C:8]=1[C:4]1[CH:3]=[C:2]([NH:1][C:39]([NH:38][C:32]3[C:33]([F:37])=[CH:34][CH:35]=[CH:36][C:31]=3[F:30])=[O:40])[CH:7]=[CH:6][CH:5]=1)=[CH:16][CH:15]=[CH:14][C:13]=2[C:18]([F:21])([F:19])[F:20])(=[O:23])[C:24]1[CH:25]=[CH:26][CH:27]=[CH:28][CH:29]=1, predict the reactants needed to synthesize it. (4) The reactants are: [F:1][C:2]1[CH:7]=[CH:6][C:5]([C:8](=O)[CH2:9][C:10]([O:12][CH2:13][CH3:14])=[O:11])=[CH:4][CH:3]=1.[Br-].[Br-].[Br-].C([N+](CCCC)(CCCC)CCCC)CCC.C([N+](CCCC)(CCCC)CCCC)CCC.C([N+](CCCC)(CCCC)CCCC)CCC.[Br:70][C:71]1[CH:72]=[CH:73][C:74]([NH2:77])=[N:75][CH:76]=1. Given the product [Br:70][C:71]1[CH:72]=[CH:73][C:74]2[N:75]([C:9]([C:10]([O:12][CH2:13][CH3:14])=[O:11])=[C:8]([C:5]3[CH:6]=[CH:7][C:2]([F:1])=[CH:3][CH:4]=3)[N:77]=2)[CH:76]=1, predict the reactants needed to synthesize it. (5) Given the product [C:7]([NH:6][C@H:5]([C:4]([OH:62])=[O:3])[CH2:32][CH2:33][CH2:34][CH2:35][NH:36][C:37](=[O:61])[CH2:38][CH2:39][CH2:40][CH2:41][CH2:42][CH2:43][CH2:44][CH2:45][CH2:46][CH2:47][CH2:48][CH2:49][CH2:50]/[CH:51]=[CH:52]\[CH2:53][CH2:54][CH2:55][CH2:56][CH2:57][CH2:58][CH2:59][CH3:60])(=[O:31])[CH2:8][CH2:9][CH2:10][CH2:11][CH2:12][CH2:13][CH2:14][CH2:15][CH2:16][CH2:17][CH2:18][CH2:19][CH2:20]/[CH:21]=[CH:22]\[CH2:23][CH2:24][CH2:25][CH2:26][CH2:27][CH2:28][CH2:29][CH3:30], predict the reactants needed to synthesize it. The reactants are: C([O:3][C:4](=[O:62])[C@H:5]([CH2:32][CH2:33][CH2:34][CH2:35][NH:36][C:37](=[O:61])[CH2:38][CH2:39][CH2:40][CH2:41][CH2:42][CH2:43][CH2:44][CH2:45][CH2:46][CH2:47][CH2:48][CH2:49][CH2:50]/[CH:51]=[CH:52]\[CH2:53][CH2:54][CH2:55][CH2:56][CH2:57][CH2:58][CH2:59][CH3:60])[NH:6][C:7](=[O:31])[CH2:8][CH2:9][CH2:10][CH2:11][CH2:12][CH2:13][CH2:14][CH2:15][CH2:16][CH2:17][CH2:18][CH2:19][CH2:20]/[CH:21]=[CH:22]\[CH2:23][CH2:24][CH2:25][CH2:26][CH2:27][CH2:28][CH2:29][CH3:30])C.[OH-].[Na+].Cl. (6) The reactants are: [F:1][C:2]1[C:3]([CH3:9])=[C:4]([CH:6]=[CH:7][CH:8]=1)[NH2:5].[C:10](Cl)(Cl)=S.[NH2:14][C:15]1[CH:20]=[CH:19][C:18]([CH2:21][C:22]([O:24][CH3:25])=[O:23])=[C:17]([F:26])[C:16]=1[OH:27]. Given the product [F:1][C:2]1[C:3]([CH3:9])=[C:4]([NH:5][C:10]2[O:27][C:16]3[C:17]([F:26])=[C:18]([CH2:21][C:22]([O:24][CH3:25])=[O:23])[CH:19]=[CH:20][C:15]=3[N:14]=2)[CH:6]=[CH:7][CH:8]=1, predict the reactants needed to synthesize it.